From a dataset of Forward reaction prediction with 1.9M reactions from USPTO patents (1976-2016). Predict the product of the given reaction. (1) Given the reactants [H-].[Na+].[CH3:3][C:4]1[N:8]([C:9]2[CH:14]=[CH:13][CH:12]=[C:11]([C:15]([F:18])([F:17])[F:16])[CH:10]=2)[C:7](=[O:19])[NH:6][C:5]=1[C:20]1[N:24]([C:25]2[CH:32]=[CH:31][C:28]([C:29]#[N:30])=[CH:27][CH:26]=2)[N:23]=[CH:22][CH:21]=1.Cl[C:34]([O:36][CH2:37][CH3:38])=[O:35].O, predict the reaction product. The product is: [CH2:37]([O:36][C:34]([N:6]1[C:5]([C:20]2[N:24]([C:25]3[CH:26]=[CH:27][C:28]([C:29]#[N:30])=[CH:31][CH:32]=3)[N:23]=[CH:22][CH:21]=2)=[C:4]([CH3:3])[N:8]([C:9]2[CH:14]=[CH:13][CH:12]=[C:11]([C:15]([F:18])([F:17])[F:16])[CH:10]=2)[C:7]1=[O:19])=[O:35])[CH3:38]. (2) The product is: [CH3:1][O:2][CH2:3][C:4]1[CH:8]=[C:7]([CH2:9][O:10][CH3:11])[N:6]([CH2:12][CH2:13][N:14]([CH2:21][CH2:22][N:23]2[C:27]([CH2:28][O:29][CH3:30])=[CH:26][C:25]([CH2:31][O:32][CH3:33])=[N:24]2)[CH2:15][CH2:16][OH:17])[N:5]=1. Given the reactants [CH3:1][O:2][CH2:3][C:4]1[CH:8]=[C:7]([CH2:9][O:10][CH3:11])[N:6]([CH2:12][CH2:13][N:14]([CH2:21][CH2:22][N:23]2[C:27]([CH2:28][O:29][CH3:30])=[CH:26][C:25]([CH2:31][O:32][CH3:33])=[N:24]2)[CH2:15][C:16](OCC)=[O:17])[N:5]=1.[H-].[H-].[H-].[H-].[Li+].[Al+3], predict the reaction product. (3) Given the reactants [F:1][C:2]1[CH:7]=[C:6]([F:8])[CH:5]=[CH:4][C:3]=1[C:9]1[CH:14]=[CH:13][CH:12]=[C:11]([NH:15][C:16]([C:18]2[NH:19][C:20]3[C:25]([CH:26]=2)=[CH:24][CH:23]=[C:22]([N+:27]([O-:29])=[O:28])[CH:21]=3)=[O:17])[CH:10]=1.[CH3:30][C:31]([O:34][C:35](O[C:35]([O:34][C:31]([CH3:33])([CH3:32])[CH3:30])=[O:36])=[O:36])([CH3:33])[CH3:32].CCN(CC)CC, predict the reaction product. The product is: [F:1][C:2]1[CH:7]=[C:6]([F:8])[CH:5]=[CH:4][C:3]=1[C:9]1[CH:14]=[CH:13][CH:12]=[C:11]([NH:15][C:16]([C:18]2[N:19]([C:35]([O:34][C:31]([CH3:33])([CH3:32])[CH3:30])=[O:36])[C:20]3[C:25]([CH:26]=2)=[CH:24][CH:23]=[C:22]([N+:27]([O-:29])=[O:28])[CH:21]=3)=[O:17])[CH:10]=1. (4) Given the reactants [F:1][C:2]1[CH:10]=[CH:9][C:5]([C:6]([OH:8])=[O:7])=[C:4]([C:11]([F:14])([F:13])[F:12])[CH:3]=1.ClC(Cl)(Cl)C(=N)O[C:19]([CH3:22])([CH3:21])[CH3:20].[OH-].[Na+], predict the reaction product. The product is: [F:1][C:2]1[CH:10]=[CH:9][C:5]([C:6]([O:8][C:19]([CH3:22])([CH3:21])[CH3:20])=[O:7])=[C:4]([C:11]([F:12])([F:13])[F:14])[CH:3]=1. (5) Given the reactants [C:1]1([C:7]2[C:11]([C:12]([F:15])([F:14])[F:13])=[C:10]([CH:16]=[N:17][OH:18])[O:9][N:8]=2)[CH:6]=[CH:5][CH:4]=[CH:3][CH:2]=1.[Cl:19]NC(=O)CCC(N)=O, predict the reaction product. The product is: [OH:18][N:17]=[C:16]([Cl:19])[C:10]1[O:9][N:8]=[C:7]([C:1]2[CH:2]=[CH:3][CH:4]=[CH:5][CH:6]=2)[C:11]=1[C:12]([F:13])([F:14])[F:15]. (6) Given the reactants N[C:2]1[CH:3]=[CH:4][C:5]([CH3:13])=[C:6]([CH:12]=1)[C:7]([O:9][CH2:10][CH3:11])=[O:8].N([O-])=O.[Na+].[BrH:18], predict the reaction product. The product is: [Br:18][C:2]1[CH:3]=[CH:4][C:5]([CH3:13])=[C:6]([CH:12]=1)[C:7]([O:9][CH2:10][CH3:11])=[O:8]. (7) Given the reactants [NH2:1][CH2:2][C:3]1[CH:4]=[C:5]2[C:9](=[CH:10][CH:11]=1)[C:8](=[O:12])[N:7]([CH:13]1[CH2:18][CH2:17][C:16](=[O:19])[NH:15][C:14]1=[O:20])[CH2:6]2.S(O)(=O)(=O)C.[Cl:26][C:27]1[CH:28]=[C:29]([C:34]([F:39])([F:38])[C:35](O)=[O:36])[CH:30]=[CH:31][C:32]=1[F:33].C(N(C(C)C)CC)(C)C.F[P-](F)(F)(F)(F)F.CN(C(N(C)C)=[N+]1C2C(=NC=CC=2)[N+]([O-])=N1)C, predict the reaction product. The product is: [Cl:26][C:27]1[CH:28]=[C:29]([C:34]([F:39])([F:38])[C:35]([NH:1][CH2:2][C:3]2[CH:4]=[C:5]3[C:9](=[CH:10][CH:11]=2)[C:8](=[O:12])[N:7]([CH:13]2[CH2:18][CH2:17][C:16](=[O:19])[NH:15][C:14]2=[O:20])[CH2:6]3)=[O:36])[CH:30]=[CH:31][C:32]=1[F:33]. (8) Given the reactants [CH3:1][O:2][C:3](=[O:24])[C:4]1[CH:9]=[CH:8][C:7]([S:10][C:11]2[CH:16]=[CH:15][C:14]([CH2:17][O:18]COC)=[C:13]([CH3:22])[N:12]=2)=[CH:6][C:5]=1[CH3:23].CO, predict the reaction product. The product is: [CH3:1][O:2][C:3](=[O:24])[C:4]1[CH:9]=[CH:8][C:7]([S:10][C:11]2[CH:16]=[CH:15][C:14]([CH2:17][OH:18])=[C:13]([CH3:22])[N:12]=2)=[CH:6][C:5]=1[CH3:23]. (9) Given the reactants [F:1][C:2]1[CH:3]=[C:4]([CH2:8][C:9](=[O:18])[CH2:10][CH2:11][CH:12]2[NH:16][C:15](=[O:17])[CH2:14][CH2:13]2)[CH:5]=[CH:6][CH:7]=1.[BH4-].[Na+], predict the reaction product. The product is: [F:1][C:2]1[CH:3]=[C:4]([CH2:8][CH:9]([OH:18])[CH2:10][CH2:11][CH:12]2[NH:16][C:15](=[O:17])[CH2:14][CH2:13]2)[CH:5]=[CH:6][CH:7]=1. (10) Given the reactants [O:1]1[CH2:6][CH2:5][O:4][C:3]2[CH:7]=[C:8]([C:11]3[C:12]([CH3:38])=[C:13]([CH:35]=[CH:36][CH:37]=3)[CH2:14][O:15][C:16]3[CH:17]=[CH:18][C:19]([CH:33]=O)=[C:20]([CH:32]=3)[O:21][CH2:22][C:23]3[CH:24]=[CH:25][C:26]([F:31])=[C:27]([CH:30]=3)[C:28]#[N:29])[CH:9]=[CH:10][C:2]1=2.[NH2:39][CH2:40][C@@H:41]([OH:46])[CH2:42][C:43]([OH:45])=[O:44].C([BH3-])#N.[Na+], predict the reaction product. The product is: [C:28]([C:27]1[CH:30]=[C:23]([CH:24]=[CH:25][C:26]=1[F:31])[CH2:22][O:21][C:20]1[CH:32]=[C:16]([O:15][CH2:14][C:13]2[CH:35]=[CH:36][CH:37]=[C:11]([C:8]3[CH:9]=[CH:10][C:2]4[O:1][CH2:6][CH2:5][O:4][C:3]=4[CH:7]=3)[C:12]=2[CH3:38])[CH:17]=[CH:18][C:19]=1[CH2:33][NH:39][CH2:40][C@@H:41]([OH:46])[CH2:42][C:43]([OH:45])=[O:44])#[N:29].